Binary Classification. Given a miRNA mature sequence and a target amino acid sequence, predict their likelihood of interaction. From a dataset of Experimentally validated miRNA-target interactions with 360,000+ pairs, plus equal number of negative samples. (1) The miRNA is mmu-miR-669h-5p with sequence AUGCAUGGGUGUAUAGUUGAGUGC. Result: 0 (no interaction). The protein sequence of the target gene is MEVTCLLLLALIPFHCRGQGVYAPAQAQIVHAGQACVVKEDNISERVYTIREGDTLMLQCLVTGHPRPQVRWTKTAGSASDKFQETSVFNETLRIERIARTQGGRYYCKAENGVGVPAIKSIRVDVQYLDEPMLTVHQTVSDVRGNFYQEKTVFLRCTVNSNPPARFIWKRGSDTLSHSQDNGVDIYEPLYTQGETKVLKLKNLRPQDYASYTCQVSVRNVCGIPDKAITFRLTNTTAPPALKLSVNETLVVNPGENVTVQCLLTGGDPLPQLQWSHGPGPLPLGALAQGGTLSIPSVQA.... (2) The miRNA is hsa-miR-523-5p with sequence CUCUAGAGGGAAGCGCUUUCUG. The protein sequence of the target gene is MSVVGLDVGSQSCYIAVARAGGIETIANEFSDRCTPSVISFGSKNRTIGVAAKNQQITHANNTVSNFKRFHGRAFNDPFIQKEKENLSYDLVPLKNGGVGIKVMYMGEEHLFSVEQITAMLLTKLKETAENSLKKPVTDCVISVPSFFTDAERRSVLDAAQIVGLNCLRLMNDMTAVALNYGIYKQDLPSLDEKPRIVVFVDMGHSAFQVSACAFNKGKLKVLGTAFDPFLGGKNFDEKLVEHFCAEFKTKYKLDAKSKIRALLRLYQECEKLKKLMSSNSTDLPLNIECFMNDKDVSGK.... Result: 0 (no interaction). (3) The miRNA is hsa-miR-4668-5p with sequence AGGGAAAAAAAAAAGGAUUUGUC. The protein sequence of the target gene is MQRPGPFSTLYGRVLAPLPGRAGGAASGGGGNNWGLSGSHVQLPGRAHSETRGDKGGSSAGGPAPSTMSKAEEAKKLASHTAVENHVKNNQVLGIGSGSTIVHAVQRIAERVKQENLDLICIPTSFQARQLILQYGLTLSDLDQHPEIDLAIDGADEVDAELNLIKGGGGCLTQEKIVAGYASRFIVIADFRKDSKNLGDRWHKGIPIEVIPMAYVPVSRAVAQKFGGEVELRMAVNKAGPVVTDNGNFILDWKFDRVHKWSEVNTAIKMTPGVVDTGLFINMAERVYFGMQDGSVNVRE.... Result: 0 (no interaction). (4) The miRNA is hsa-miR-373-5p with sequence ACUCAAAAUGGGGGCGCUUUCC. The protein sequence of the target gene is MEGLAGYVYKAASEGKVLTLAALLLNRSESDIRYLLGYVSQQGGQRSTPLIIAARNGHAKVVRLLLEHYRVQTQQTGTVRFDGYVIDGATALWCAAGAGHFEVVKLLVSHGANVNHTTVTNSTPLRAACFDGRLDIVKYLVENNANISIANKYDNTCLMIAAYKGHTDVVRYLLEQRADPNAKAHCGATALHFAAEAGHIDIVKELIKWRAAIVVNGHGMTPLKVAAESCKADVVELLLSHADCDRRSRIEALELLGASFANDRENYDIIKTYHYLYLAMLERFQDGDNILEKEVLPPIH.... Result: 1 (interaction).